Dataset: Full USPTO retrosynthesis dataset with 1.9M reactions from patents (1976-2016). Task: Predict the reactants needed to synthesize the given product. (1) Given the product [Cl:1][C:2]1[C:3]([N:13]2[CH2:18][CH2:17][N:16]([C:19]([O:21][C:22]([CH3:25])([CH3:24])[CH3:23])=[O:20])[CH2:15][CH2:14]2)=[N:4][CH:5]=[C:6]([C:8]2[N:9]=[N:10][N:11]([CH2:32][CH3:33])[N:12]=2)[CH:7]=1, predict the reactants needed to synthesize it. The reactants are: [Cl:1][C:2]1[C:3]([N:13]2[CH2:18][CH2:17][N:16]([C:19]([O:21][C:22]([CH3:25])([CH3:24])[CH3:23])=[O:20])[CH2:15][CH2:14]2)=[N:4][CH:5]=[C:6]([C:8]2[N:9]=[N:10][NH:11][N:12]=2)[CH:7]=1.C([O-])([O-])=O.[K+].[K+].[CH2:32](I)[CH3:33]. (2) Given the product [OH:18][C:15]1([C:22]2[CH:29]=[CH:28][CH:27]=[CH:26][C:23]=2[C:24]#[N:25])[CH2:16][CH2:17][N:12]([C:9]2[CH:10]=[CH:11][C:6]3[N:7]([C:3]([C:2]([F:1])([F:19])[F:20])=[N:4][N:5]=3)[N:8]=2)[CH2:13][CH2:14]1, predict the reactants needed to synthesize it. The reactants are: [F:1][C:2]([F:20])([F:19])[C:3]1[N:7]2[N:8]=[C:9]([N:12]3[CH2:17][CH2:16][C:15](=[O:18])[CH2:14][CH2:13]3)[CH:10]=[CH:11][C:6]2=[N:5][N:4]=1.Br[C:22]1[CH:29]=[CH:28][CH:27]=[CH:26][C:23]=1[C:24]#[N:25]. (3) Given the product [Br:1][C:2]1[CH:3]=[CH:4][C:5]([C:8]2[CH:13]=[CH:12][C:11]([O:14][CH2:16][CH2:17][CH2:18][CH2:19][CH2:20][CH2:21][CH2:22][CH3:23])=[CH:10][CH:9]=2)=[CH:6][CH:7]=1, predict the reactants needed to synthesize it. The reactants are: [Br:1][C:2]1[CH:7]=[CH:6][C:5]([C:8]2[CH:13]=[CH:12][C:11]([OH:14])=[CH:10][CH:9]=2)=[CH:4][CH:3]=1.Br[CH2:16][CH2:17][CH2:18][CH2:19][CH2:20][CH2:21][CH2:22][CH3:23].C(=O)([O-])[O-].[K+].[K+]. (4) Given the product [Cl:10][C:8]1[CH:7]=[C:4]2[C:3](=[C:2]([Cl:1])[CH:9]=1)[O:11][CH:14]([C:13]([F:12])([F:22])[F:21])[C:15]([C:16]([O:18][CH2:19][CH3:20])=[O:17])=[CH:5]2, predict the reactants needed to synthesize it. The reactants are: [Cl:1][C:2]1[C:3]([OH:11])=[C:4]([CH:7]=[C:8]([Cl:10])[CH:9]=1)[CH:5]=O.[F:12][C:13]([F:22])([F:21])/[CH:14]=[CH:15]/[C:16]([O:18][CH2:19][CH3:20])=[O:17].C(N(CC)CC)C.C(#N)C.O. (5) The reactants are: Br[C:2]1[CH:3]=[C:4]2[C:8](=[CH:9][CH:10]=1)[NH:7][CH:6]=[C:5]2[CH3:11].[CH3:12][C:13]1([CH3:29])[C:17]([CH3:19])([CH3:18])[O:16][B:15]([B:15]2[O:16][C:17]([CH3:19])([CH3:18])[C:13]([CH3:29])([CH3:12])[O:14]2)[O:14]1.C(O[K])(C)=O.O. Given the product [CH3:11][C:5]1[C:4]2[C:8](=[CH:9][CH:10]=[C:2]([B:15]3[O:16][C:17]([CH3:19])([CH3:18])[C:13]([CH3:29])([CH3:12])[O:14]3)[CH:3]=2)[NH:7][CH:6]=1, predict the reactants needed to synthesize it. (6) Given the product [N:11]1([C:2]2[CH:3]=[C:4]([CH:8]=[CH:9][N:10]=2)[C:5]([OH:7])=[O:6])[CH:15]=[CH:14][CH:13]=[N:12]1, predict the reactants needed to synthesize it. The reactants are: Br[C:2]1[CH:3]=[C:4]([CH:8]=[CH:9][N:10]=1)[C:5]([OH:7])=[O:6].[NH:11]1[CH:15]=[CH:14][CH:13]=[N:12]1. (7) Given the product [CH2:21]([N:28]1[CH2:32][CH2:31][C@@H:30]([NH:33][C:2]2[N:7]=[CH:6][C:5](/[CH:8]=[CH:9]/[C:10]([O:12][CH2:13][CH3:14])=[O:11])=[CH:4][CH:3]=2)[CH2:29]1)[C:22]1[CH:23]=[CH:24][CH:25]=[CH:26][CH:27]=1, predict the reactants needed to synthesize it. The reactants are: Cl[C:2]1[N:7]=[CH:6][C:5](/[CH:8]=[CH:9]/[C:10]([O:12][CH2:13][CH3:14])=[O:11])=[CH:4][CH:3]=1.C(=O)([O-])[O-].[Cs+].[Cs+].[CH2:21]([N:28]1[CH2:32][CH2:31][C@@H:30]([NH2:33])[CH2:29]1)[C:22]1[CH:27]=[CH:26][CH:25]=[CH:24][CH:23]=1. (8) The reactants are: [OH:1][C:2]1[CH:3]=[CH:4][C:5]([CH3:8])=[N:6][CH:7]=1.[H-].[Na+].[Cl:11][CH2:12][CH2:13][CH2:14]I.[Na+].[Cl-]. Given the product [Cl:11][CH2:12][CH2:13][CH2:14][O:1][C:2]1[CH:7]=[N:6][C:5]([CH3:8])=[CH:4][CH:3]=1, predict the reactants needed to synthesize it. (9) Given the product [NH2:14][C:4]1[C:3]([C:2]([F:15])([F:16])[F:1])=[CH:8][C:7]([C:9]([F:12])([F:11])[F:10])=[CH:6][C:5]=1[NH:13][C:26](=[O:27])[CH2:25][NH:24][C:22](=[O:23])[O:21][C:17]([CH3:18])([CH3:19])[CH3:20], predict the reactants needed to synthesize it. The reactants are: [F:1][C:2]([F:16])([F:15])[C:3]1[CH:8]=[C:7]([C:9]([F:12])([F:11])[F:10])[CH:6]=[C:5]([NH2:13])[C:4]=1[NH2:14].[C:17]([O:21][C:22]([NH:24][CH2:25][C:26](O)=[O:27])=[O:23])([CH3:20])([CH3:19])[CH3:18].CN(C(ON1N=NC2C=CC=NC1=2)=[N+](C)C)C.F[P-](F)(F)(F)(F)F.C(N(CC)CC)C.